Dataset: Reaction yield outcomes from USPTO patents with 853,638 reactions. Task: Predict the reaction yield, written as a fraction of the theoretical maximum amount of product (1.0 means a 100% yield; for example, 0.34 means a 34% yield). (1) The reactants are [CH3:1][O:2][C:3](=[O:29])[CH2:4][O:5][CH2:6][C:7]#[C:8][CH2:9][N:10]1[C:15](=[O:16])[CH2:14][CH2:13][CH2:12][C@@H:11]1/[CH:17]=[CH:18]/[C:19](=[O:28])[CH2:20][C:21]1[CH:26]=[CH:25][CH:24]=[C:23]([Cl:27])[CH:22]=1. The catalyst is C1(C)C=CC=CC=1.C1C=CC(P(C2C=CC=CC=2)C2C=CC=CC=2)=CC=1.C1C=CC(P(C2C=CC=CC=2)C2C=CC=CC=2)=CC=1.C1C=CC(P(C2C=CC=CC=2)C2C=CC=CC=2)=CC=1.C1C=CC(P(C2C=CC=CC=2)C2C=CC=CC=2)=CC=1.C1C=CC(P(C2C=CC=CC=2)C2C=CC=CC=2)=CC=1.C1C=CC(P(C2C=CC=CC=2)C2C=CC=CC=2)=CC=1.[Cu].[Cu].[Cu].[Cu].[Cu].[Cu]. The product is [CH3:1][O:2][C:3](=[O:29])[CH2:4][O:5][CH2:6][C:7]#[C:8][CH2:9][N:10]1[C:15](=[O:16])[CH2:14][CH2:13][CH2:12][C@@H:11]1[CH2:17][CH2:18][C:19](=[O:28])[CH2:20][C:21]1[CH:26]=[CH:25][CH:24]=[C:23]([Cl:27])[CH:22]=1. The yield is 0.340. (2) The reactants are [CH:1]([N:4]1[C:8]([C:9]2[N:18]=[C:17]3[N:11]([CH2:12][CH2:13][O:14][C:15]4[CH:22]=[C:21](O)[N:20]=[CH:19][C:16]=43)[CH:10]=2)=[N:7][CH:6]=[N:5]1)([CH3:3])[CH3:2].C(OC([N:31]1[CH2:35][C@H:34]([C:36]#[N:37])[CH2:33][C@H:32]1[C:38](=[O:40])[NH2:39])=O)(C)(C)C.CO. The catalyst is C(Cl)Cl. The product is [C:36]([C@H:34]1[CH2:35][N:31]([C:21]2[N:20]=[CH:19][C:16]3[C:17]4[N:11]([CH:10]=[C:9]([C:8]5[N:4]([CH:1]([CH3:2])[CH3:3])[N:5]=[CH:6][N:7]=5)[N:18]=4)[CH2:12][CH2:13][O:14][C:15]=3[CH:22]=2)[C@H:32]([C:38]([NH2:39])=[O:40])[CH2:33]1)#[N:37]. The yield is 0.720. (3) The reactants are [OH:1][C:2]1[CH:7]=[C:6]([N:8]2[CH2:13][CH2:12][O:11][CH2:10][CH2:9]2)[CH:5]=[C:4]([OH:14])[C:3]=1[C:15](=[O:17])[CH3:16].C([O-])([O-])=O.[K+].[K+].[C:24](Cl)(=O)[C:25]1[CH:30]=[CH:29][C:28]([O:31][CH3:32])=[CH:27][CH:26]=1.O. The catalyst is CC(C)=O. The product is [OH:1][C:2]1[CH:7]=[C:6]([N:8]2[CH2:13][CH2:12][O:11][CH2:10][CH2:9]2)[CH:5]=[C:4]2[C:3]=1[C:15](=[O:17])[CH:16]=[C:24]([C:25]1[CH:30]=[CH:29][C:28]([O:31][CH3:32])=[CH:27][CH:26]=1)[O:14]2. The yield is 0.0500. (4) The reactants are [N:1]1(C(OCC2C=CC=CC=2)=O)[CH2:6][CH2:5][C:4]2([C:18]3[CH:17]=[N:16][NH:15][C:14]=3[C:13]3[CH:12]=[CH:11][CH:10]=[CH:9][C:8]=3[O:7]2)[CH2:3][CH2:2]1. The catalyst is CO.[Pd]. The product is [NH:1]1[CH2:6][CH2:5][C:4]2([C:18]3[CH:17]=[N:16][NH:15][C:14]=3[C:13]3[CH:12]=[CH:11][CH:10]=[CH:9][C:8]=3[O:7]2)[CH2:3][CH2:2]1. The yield is 0.800. (5) The reactants are C([O:3][CH2:4][CH2:5][O:6][NH:7][C:8]([C:10]1[CH:15]=[CH:14][C:13](=[O:16])[N:12]([CH3:17])[C:11]=1[NH:18][C:19]1[CH:24]=[CH:23][C:22]([Br:25])=[CH:21][C:20]=1[F:26])=[O:9])=C.BrC1C=CC(NC2N(C)C(=O)C=CC=2C(O)=O)=C(F)C=1.C(OCCON)=C. No catalyst specified. The product is [OH:3][CH2:4][CH2:5][O:6][NH:7][C:8]([C:10]1[CH:15]=[CH:14][C:13](=[O:16])[N:12]([CH3:17])[C:11]=1[NH:18][C:19]1[CH:24]=[CH:23][C:22]([Br:25])=[CH:21][C:20]=1[F:26])=[O:9]. The yield is 0.600.